Dataset: Full USPTO retrosynthesis dataset with 1.9M reactions from patents (1976-2016). Task: Predict the reactants needed to synthesize the given product. Given the product [Br:19][C:20]1[CH:25]=[CH:24][CH:23]=[CH:22][C:21]=1[NH:26][C:27](=[O:30])[CH2:1][S:2][C:3]1[N:7]([C:8]2[C:17]3[C:12](=[CH:13][CH:14]=[CH:15][CH:16]=3)[C:11]([CH3:18])=[CH:10][CH:9]=2)[C:6]([CH3:31])=[N:5][N:4]=1, predict the reactants needed to synthesize it. The reactants are: [CH3:1][S:2][C:3]1[N:7]([C:8]2[C:17]3[C:12](=[CH:13][CH:14]=[CH:15][CH:16]=3)[C:11]([CH3:18])=[CH:10][CH:9]=2)[CH:6]=[N:5][N:4]=1.[Br:19][C:20]1[CH:25]=[CH:24][CH:23]=[CH:22][C:21]=1[NH:26][C:27](=[O:30])CCl.[C:31](=O)([O-])[O-].[K+].[K+].O.